The task is: Predict which catalyst facilitates the given reaction.. This data is from Catalyst prediction with 721,799 reactions and 888 catalyst types from USPTO. (1) Reactant: [CH3:1][O:2][CH:3]([O:22][CH3:23])[C:4]1[CH:9]=[CH:8][C:7]([O:10][CH2:11][CH2:12][N:13]2[CH2:18][CH2:17][O:16][CH2:15][CH2:14]2)=[C:6]([N+:19]([O-])=O)[CH:5]=1. Product: [CH3:1][O:2][CH:3]([O:22][CH3:23])[C:4]1[CH:9]=[CH:8][C:7]([O:10][CH2:11][CH2:12][N:13]2[CH2:14][CH2:15][O:16][CH2:17][CH2:18]2)=[C:6]([CH:5]=1)[NH2:19]. The catalyst class is: 810. (2) Reactant: [H-].[Na+].[Cl:3][C:4]1[C:12]2[C:7](=[CH:8][CH:9]=[C:10]3[O:17][CH2:16][CH2:15][N:14](C(OC(C)(C)C)=O)[CH:13]([CH3:25])[C:11]3=2)[NH:6][CH:5]=1.[C:26]1([S:32](Cl)(=[O:34])=[O:33])[CH:31]=[CH:30][CH:29]=[CH:28][CH:27]=1.[C:36]([OH:42])([C:38]([F:41])([F:40])[F:39])=[O:37]. Product: [F:39][C:38]([F:41])([F:40])[C:36]([OH:42])=[O:37].[Cl:3][C:4]1[C:12]2[C:7](=[CH:8][CH:9]=[C:10]3[O:17][CH2:16][CH2:15][NH:14][CH:13]([CH3:25])[C:11]3=2)[N:6]([S:32]([C:26]2[CH:31]=[CH:30][CH:29]=[CH:28][CH:27]=2)(=[O:34])=[O:33])[CH:5]=1. The catalyst class is: 3. (3) Reactant: [C:1]1([O:11][CH2:12][CH2:13][N:14]2C(=O)C3C(=CC=CC=3)C2=O)[C:10]2[C:5](=[CH:6][CH:7]=[CH:8][CH:9]=2)[CH:4]=[CH:3][CH:2]=1.O.NN. Product: [C:1]1([O:11][CH2:12][CH2:13][NH2:14])[C:10]2[C:5](=[CH:6][CH:7]=[CH:8][CH:9]=2)[CH:4]=[CH:3][CH:2]=1. The catalyst class is: 8. (4) Reactant: Br[C:2]1[N:3]=[C:4]([NH:20][C:21]([CH3:37])([C:23]2[CH:28]=[CH:27][CH:26]=[CH:25][C:24]=2[O:29]CC2C=CC=CC=2)[CH3:22])[C:5](=[O:19])[N:6]([C:8]2[CH:9]=[C:10]([CH:15]=[CH:16][C:17]=2[CH3:18])[C:11]([O:13][CH3:14])=[O:12])[CH:7]=1.C([O-])=O.[NH4+]. Product: [CH3:14][O:13][C:11](=[O:12])[C:10]1[CH:15]=[CH:16][C:17]([CH3:18])=[C:8]([N:6]2[CH:7]=[CH:2][N:3]=[C:4]([NH:20][C:21]([C:23]3[CH:28]=[CH:27][CH:26]=[CH:25][C:24]=3[OH:29])([CH3:37])[CH3:22])[C:5]2=[O:19])[CH:9]=1. The catalyst class is: 29. (5) Reactant: Cl[CH2:2][CH2:3][NH:4][C@:5]12[CH2:40][CH2:39][C@@H:38]([C:41]([CH3:43])=[CH2:42])[C@@H:6]1[C@@H:7]1[C@@:20]([CH3:23])([CH2:21][CH2:22]2)[C@@:19]2([CH3:24])[C@@H:10]([C@:11]3([CH3:37])[C@@H:16]([CH2:17][CH2:18]2)[C:15]([CH3:26])([CH3:25])[C:14]([C:27]2[CH:36]=[CH:35][C:30]([C:31]([O:33][CH3:34])=[O:32])=[CH:29][CH:28]=2)=[CH:13][CH2:12]3)[CH2:9][CH2:8]1.CCN(C(C)C)C(C)C.[N:53]1([C:59]([O:61][C:62]([CH3:65])([CH3:64])[CH3:63])=[O:60])[CH2:58][CH2:57][NH:56][CH2:55][CH2:54]1. Product: [CH3:34][O:33][C:31]([C:30]1[CH:29]=[CH:28][C:27]([C:14]2[C:15]([CH3:25])([CH3:26])[C@H:16]3[C@:11]([CH3:37])([CH2:12][CH:13]=2)[C@@H:10]2[C@:19]([CH3:24])([C@@:20]4([CH3:23])[C@H:7]([CH2:8][CH2:9]2)[C@H:6]2[C@H:38]([C:41]([CH3:43])=[CH2:42])[CH2:39][CH2:40][C@:5]2([NH:4][CH2:3][CH2:2][N:56]2[CH2:57][CH2:58][N:53]([C:59]([O:61][C:62]([CH3:65])([CH3:64])[CH3:63])=[O:60])[CH2:54][CH2:55]2)[CH2:22][CH2:21]4)[CH2:18][CH2:17]3)=[CH:36][CH:35]=1)=[O:32]. The catalyst class is: 16. (6) Reactant: C[O:2][C:3](=[O:31])[CH2:4][CH2:5][C:6]1[N:7]([CH2:23][O:24][CH2:25][CH2:26][Si:27]([CH3:30])([CH3:29])[CH3:28])[C:8]([C:17]2[CH:22]=[CH:21][CH:20]=[CH:19][CH:18]=2)=[C:9]([C:11]2[CH:16]=[CH:15][CH:14]=[CH:13][CH:12]=2)[N:10]=1.[OH-].[Na+]. Product: [C:11]1([C:9]2[N:10]=[C:6]([CH2:5][CH2:4][C:3]([OH:31])=[O:2])[N:7]([CH2:23][O:24][CH2:25][CH2:26][Si:27]([CH3:29])([CH3:28])[CH3:30])[C:8]=2[C:17]2[CH:22]=[CH:21][CH:20]=[CH:19][CH:18]=2)[CH:12]=[CH:13][CH:14]=[CH:15][CH:16]=1. The catalyst class is: 8. (7) Reactant: Br[C:2]1[CH:14]=[CH:13][C:12]2[C:11]3[C:6](=[CH:7][C:8]([Br:15])=[CH:9][CH:10]=3)[C:5](=[O:16])[C:4]=2[CH:3]=1.[C:17]([Cu])#[N:18].CN(C)C=O. Product: [Br:15][C:8]1[CH:7]=[C:6]2[C:11]([C:12]3[CH:13]=[CH:14][C:2]([C:17]#[N:18])=[CH:3][C:4]=3[C:5]2=[O:16])=[CH:10][CH:9]=1. The catalyst class is: 2. (8) Reactant: [NH2:1][C:2]1[CH:3]=[C:4]([C:12]([N:14]2[CH2:17][CH2:16][CH2:15]2)=O)[CH:5]=[C:6]([C:8]([F:11])([F:10])[F:9])[CH:7]=1.S(C)C.Cl.O. Product: [N:14]1([CH2:12][C:4]2[CH:3]=[C:2]([CH:7]=[C:6]([C:8]([F:9])([F:10])[F:11])[CH:5]=2)[NH2:1])[CH2:17][CH2:16][CH2:15]1. The catalyst class is: 49. (9) Reactant: [C:1]([OH:8])(=O)[CH2:2][CH2:3][C:4]([CH3:6])=[O:5].C(N1C=CN=C1)(N1C=CN=C1)=O.O[N:22]=[C:23]([C:25]1[CH:26]=[CH:27][C:28]([CH3:43])=[C:29]([NH:31][C:32]([C:34]2[N:38]3[CH:39]=[CH:40][CH:41]=[CH:42][C:37]3=[N:36][CH:35]=2)=[O:33])[CH:30]=1)[NH2:24]. Product: [CH3:43][C:28]1[CH:27]=[CH:26][C:25]([C:23]2[N:22]=[C:1]([CH2:2][CH2:3][C:4](=[O:5])[CH3:6])[O:8][N:24]=2)=[CH:30][C:29]=1[NH:31][C:32]([C:34]1[N:38]2[CH:39]=[CH:40][CH:41]=[CH:42][C:37]2=[N:36][CH:35]=1)=[O:33]. The catalyst class is: 37.